The task is: Regression/Classification. Given a drug SMILES string, predict its absorption, distribution, metabolism, or excretion properties. Task type varies by dataset: regression for continuous measurements (e.g., permeability, clearance, half-life) or binary classification for categorical outcomes (e.g., BBB penetration, CYP inhibition). Dataset: cyp3a4_veith.. This data is from CYP3A4 inhibition data for predicting drug metabolism from PubChem BioAssay. (1) The compound is O=C(NNc1cccc(Cl)n1)Nc1ccc(Cl)cc1. The result is 1 (inhibitor). (2) The drug is COc1ccccc1-c1ccc2ncnc(NCCNC(C)=O)c2c1. The result is 1 (inhibitor). (3) The molecule is COc1ccc2[nH]cc(CCNc3cc(-c4ccccc4C(F)(F)F)ncn3)c2c1. The result is 1 (inhibitor). (4) The drug is CCCCOc1ccc(C(=O)N/C(=C\c2ccc(OC)cc2)C(=O)OCc2ccco2)cc1. The result is 1 (inhibitor). (5) The compound is O=[N+]([O-])c1cc(C(F)(F)F)ccc1NCCCCNS(=O)(=O)c1ccc2ccccc2c1. The result is 1 (inhibitor). (6) The molecule is Nc1cc(C(Cl)=C(Cl)Cl)c(S(N)(=O)=O)cc1S(N)(=O)=O. The result is 0 (non-inhibitor). (7) The drug is C#CCCCO/N=C1/C[C@@H](O)[C@@H](O)[C@H]2[C@@H]1CC[C@@H]1C(=O)N(CC)C(=O)[C@H]12. The result is 0 (non-inhibitor).